This data is from Reaction yield outcomes from USPTO patents with 853,638 reactions. The task is: Predict the reaction yield, written as a fraction of the theoretical maximum amount of product (1.0 means a 100% yield; for example, 0.34 means a 34% yield). The reactants are Cl[C:2]1[C:7]([CH2:8][OH:9])=[CH:6][CH:5]=[CH:4][N:3]=1.O1CCOCC1.[CH3:16][O:17][C:18]1[CH:23]=[CH:22][CH:21]=[CH:20][C:19]=1B(O)O.C(=O)(O)[O-].[Na+]. The catalyst is O.C1C=CC(P(C2C=CC=CC=2)[C-]2C=CC=C2)=CC=1.C1C=CC(P(C2C=CC=CC=2)[C-]2C=CC=C2)=CC=1.Cl[Pd]Cl.[Fe+2]. The product is [CH3:16][O:17][C:18]1[CH:23]=[CH:22][CH:21]=[CH:20][C:19]=1[C:2]1[C:7]([CH2:8][OH:9])=[CH:6][CH:5]=[CH:4][N:3]=1. The yield is 0.870.